Task: Predict the reactants needed to synthesize the given product.. Dataset: Full USPTO retrosynthesis dataset with 1.9M reactions from patents (1976-2016) (1) The reactants are: Cl.[O:2]=[C:3]1[NH:9][C:8]2[CH:10]=[CH:11][C:12]([C:14]([O:16][CH3:17])=[O:15])=[CH:13][C:7]=2[CH2:6][NH:5][CH2:4]1.CCN(C(C)C)C(C)C.[CH3:27][O:28][C:29]1[CH:34]=[CH:33][C:32]([S:35](Cl)(=[O:37])=[O:36])=[CH:31][CH:30]=1. Given the product [CH3:27][O:28][C:29]1[CH:30]=[CH:31][C:32]([S:35]([N:5]2[CH2:6][C:7]3[CH:13]=[C:12]([C:14]([O:16][CH3:17])=[O:15])[CH:11]=[CH:10][C:8]=3[NH:9][C:3](=[O:2])[CH2:4]2)(=[O:37])=[O:36])=[CH:33][CH:34]=1, predict the reactants needed to synthesize it. (2) The reactants are: C([C:3]1[CH:4]=[CH:5][CH:6]=[C:7]2[C:12]=1[N:11]=[C:10]([C:13]1([C:16]3[CH:21]=[CH:20][CH:19]=[CH:18][CH:17]=3)[CH2:15][CH2:14]1)[C:9]([OH:22])=[C:8]2[C:23]([OH:25])=[O:24])C.[CH2:26](C1C=C2C(C(=O)C(=O)N2)=CC=1)[CH3:27]. Given the product [CH2:26]([C:4]1[CH:3]=[C:12]2[C:7]([C:8]([C:23]([OH:25])=[O:24])=[C:9]([OH:22])[C:10]([C:13]3([C:16]4[CH:17]=[CH:18][CH:19]=[CH:20][CH:21]=4)[CH2:15][CH2:14]3)=[N:11]2)=[CH:6][CH:5]=1)[CH3:27], predict the reactants needed to synthesize it. (3) Given the product [Cl:8][C:6]1[N:7]=[C:2]([N:22]2[CH:26]=[CH:25][CH:24]=[N:23]2)[C:3](=[O:21])[N:4]([CH2:17][CH:18]([CH3:20])[CH3:19])[C:5]=1[C:9]1[C:14]([F:15])=[CH:13][CH:12]=[CH:11][C:10]=1[F:16], predict the reactants needed to synthesize it. The reactants are: Cl[C:2]1[C:3](=[O:21])[N:4]([CH2:17][CH:18]([CH3:20])[CH3:19])[C:5]([C:9]2[C:14]([F:15])=[CH:13][CH:12]=[CH:11][C:10]=2[F:16])=[C:6]([Cl:8])[N:7]=1.[NH:22]1[CH:26]=[CH:25][CH:24]=[N:23]1.C(=O)([O-])[O-].[K+].[K+]. (4) Given the product [CH2:1]([O:4][CH2:5][C:6]([C:8]1[CH:13]=[C:12]([Br:14])[CH:11]=[CH:10][C:9]=1[F:15])=[N:17][OH:18])[CH:2]=[CH2:3], predict the reactants needed to synthesize it. The reactants are: [CH2:1]([O:4][CH2:5][C:6]([C:8]1[CH:13]=[C:12]([Br:14])[CH:11]=[CH:10][C:9]=1[F:15])=O)[CH:2]=[CH2:3].Cl.[NH2:17][OH:18].C([O-])(=O)C.[Na+].